Dataset: NCI-60 drug combinations with 297,098 pairs across 59 cell lines. Task: Regression. Given two drug SMILES strings and cell line genomic features, predict the synergy score measuring deviation from expected non-interaction effect. Drug 1: CC1C(C(CC(O1)OC2CC(CC3=C2C(=C4C(=C3O)C(=O)C5=C(C4=O)C(=CC=C5)OC)O)(C(=O)CO)O)N)O.Cl. Drug 2: C(CCl)NC(=O)N(CCCl)N=O. Cell line: NCI/ADR-RES. Synergy scores: CSS=-0.506, Synergy_ZIP=-1.78, Synergy_Bliss=-4.98, Synergy_Loewe=-4.79, Synergy_HSA=-6.06.